From a dataset of Reaction yield outcomes from USPTO patents with 853,638 reactions. Predict the reaction yield, written as a fraction of the theoretical maximum amount of product (1.0 means a 100% yield; for example, 0.34 means a 34% yield). (1) The reactants are [Cl:1][C:2]1[N:7]=[C:6]([C:8]2[NH:9][C:10]3[C:15]([C:16]=2[F:17])=[CH:14][CH:13]=[CH:12][CH:11]=3)[C:5]([OH:18])=[CH:4][CH:3]=1.[C:19]([O-])([O-])=O.[Cs+].[Cs+].ClCI. The catalyst is CN(C=O)C. The product is [Cl:1][C:2]1[CH:3]=[CH:4][C:5]2[O:18][CH2:19][N:9]3[C:10]4[CH:11]=[CH:12][CH:13]=[CH:14][C:15]=4[C:16]([F:17])=[C:8]3[C:6]=2[N:7]=1. The yield is 0.476. (2) The reactants are Cl[C:2]1[CH:7]=[CH:6][C:5]([S:8]([N:11]2[CH2:16][CH2:15][N:14]([CH3:17])[CH2:13][CH2:12]2)(=[O:10])=[O:9])=[CH:4][C:3]=1[N+:18]([O-:20])=[O:19].[CH2:21]([NH2:28])[C:22]1[CH:27]=[CH:26][CH:25]=[CH:24][CH:23]=1. The catalyst is C1COCC1. The product is [CH2:21]([NH:28][C:2]1[CH:7]=[CH:6][C:5]([S:8]([N:11]2[CH2:16][CH2:15][N:14]([CH3:17])[CH2:13][CH2:12]2)(=[O:10])=[O:9])=[CH:4][C:3]=1[N+:18]([O-:20])=[O:19])[C:22]1[CH:27]=[CH:26][CH:25]=[CH:24][CH:23]=1. The yield is 0.860. (3) The reactants are [CH3:1][CH2:2][C:3](=[O:9])[CH2:4][C:5](=[O:8])[CH2:6][CH3:7].[H-].[Na+].[CH2:12]([O:14][C:15](=[O:18])[CH2:16]Br)[CH3:13]. The catalyst is O1CCCC1. The product is [CH2:12]([O:14][C:15](=[O:18])[CH2:16][CH:4]([C:3](=[O:9])[CH2:2][CH3:1])[C:5](=[O:8])[CH2:6][CH3:7])[CH3:13]. The yield is 0.770. (4) The catalyst is [OH-].[Na+].O. The product is [CH3:21][S:16][C:7]1[N:6]([CH2:1][CH2:2][CH2:3][CH2:4][CH3:5])[C:14]2[N:13]=[CH:12][NH:11][C:10]=2[C:9](=[O:15])[N:8]=1. The reactants are [CH2:1]([N:6]1[C:14]2[N:13]=[CH:12][NH:11][C:10]=2[C:9](=[O:15])[NH:8][C:7]1=[S:16])[CH2:2][CH2:3][CH2:4][CH3:5].S(OC)(O[CH3:21])(=O)=O.C(O)(=O)C. The yield is 0.400. (5) The reactants are [C:1]([O:4][CH2:5][O:6][C:7]1[C:8]([C:15]([NH:17][C@H:18]2[CH2:26][O:25][C:24](=[O:27])[C@H:23]([CH2:28][C:29]3[CH:34]=[CH:33][CH:32]=[CH:31][CH:30]=3)[C@@H:22]([O:35][CH2:36][C:37]([CH3:39])=[CH2:38])[C@H:21]([CH3:40])[O:20][C:19]2=[O:41])=[O:16])=[N:9][CH:10]=[CH:11][C:12]=1[O:13][CH3:14])(=[O:3])[CH3:2].[H][H]. The catalyst is [Pd].C(OCC)(=O)C. The product is [C:1]([O:4][CH2:5][O:6][C:7]1[C:8]([C:15]([NH:17][C@H:18]2[CH2:26][O:25][C:24](=[O:27])[C@H:23]([CH2:28][C:29]3[CH:30]=[CH:31][CH:32]=[CH:33][CH:34]=3)[C@@H:22]([O:35][CH2:36][CH:37]([CH3:38])[CH3:39])[C@H:21]([CH3:40])[O:20][C:19]2=[O:41])=[O:16])=[N:9][CH:10]=[CH:11][C:12]=1[O:13][CH3:14])(=[O:3])[CH3:2]. The yield is 0.950. (6) The reactants are [N+:1]([C:4]1[N:9]=[CH:8][C:7]([O:10][CH:11]2[CH2:14][N:13]([C:15]([O:17][C:18]([CH3:21])([CH3:20])[CH3:19])=[O:16])[CH2:12]2)=[CH:6][CH:5]=1)([O-])=O. The catalyst is [Pd].CO. The product is [NH2:1][C:4]1[N:9]=[CH:8][C:7]([O:10][CH:11]2[CH2:14][N:13]([C:15]([O:17][C:18]([CH3:21])([CH3:20])[CH3:19])=[O:16])[CH2:12]2)=[CH:6][CH:5]=1. The yield is 0.990. (7) The reactants are [CH2:1]([Mg]Br)[CH:2]=[CH2:3].[CH2:6]([C:8]1([CH2:17][CH3:18])[CH2:13][C:12]([CH3:15])([CH3:14])[CH2:11][C:10](=[O:16])[CH2:9]1)[CH3:7].[NH4+].[Cl-]. The catalyst is CCOCC. The product is [CH2:3]([C:10]1([OH:16])[CH2:11][C:12]([CH3:14])([CH3:15])[CH2:13][C:8]([CH2:6][CH3:7])([CH2:17][CH3:18])[CH2:9]1)[CH:2]=[CH2:1]. The yield is 0.740.